Task: Predict the reactants needed to synthesize the given product.. Dataset: Full USPTO retrosynthesis dataset with 1.9M reactions from patents (1976-2016) (1) Given the product [Cl:15][C:16]1[CH:17]=[CH:18][CH:19]=[C:20]2[C:25]=1[C:24]([C:26]([N:1]1[CH2:6][CH2:5][O:4][CH2:3][CH2:2]1)=[O:27])=[N:23][C:22]([C@@H:29]([NH:31][C:32]1[N:40]=[CH:39][N:38]=[C:37]3[C:33]=1[N:34]=[CH:35][N:36]3[CH2:41][C:42]1[CH:43]=[CH:44][C:45]([O:48][CH3:49])=[CH:46][CH:47]=1)[CH3:30])=[CH:21]2, predict the reactants needed to synthesize it. The reactants are: [NH:1]1[CH2:6][CH2:5][O:4][CH2:3][CH2:2]1.C(N(CC)CC)C.O.[Cl:15][C:16]1[CH:17]=[CH:18][CH:19]=[C:20]2[C:25]=1[C:24]([C:26](Cl)=[O:27])=[N:23][C:22]([C@@H:29]([NH:31][C:32]1[N:40]=[CH:39][N:38]=[C:37]3[C:33]=1[N:34]=[CH:35][N:36]3[CH2:41][C:42]1[CH:47]=[CH:46][C:45]([O:48][CH3:49])=[CH:44][CH:43]=1)[CH3:30])=[CH:21]2. (2) Given the product [C:33]([NH:1][CH2:2][C@:3]1([OH:31])[C@@H:8]([OH:9])[C@H:7]([OH:10])[C@@H:6]([CH2:11][OH:12])[O:5][C@@H:4]1[O:13][C:14]1[CH:19]=[CH:18][C:17]([C:20]2[CH:21]=[C:22]([CH:27]=[CH:28][CH:29]=2)[C:23]([NH:25][CH3:26])=[O:24])=[CH:16][C:15]=1[CH3:30])(=[O:34])[CH3:32], predict the reactants needed to synthesize it. The reactants are: [NH2:1][CH2:2][C@:3]1([OH:31])[C@@H:8]([OH:9])[C@H:7]([OH:10])[C@@H:6]([CH2:11][OH:12])[O:5][C@@H:4]1[O:13][C:14]1[CH:19]=[CH:18][C:17]([C:20]2[CH:21]=[C:22]([CH:27]=[CH:28][CH:29]=2)[C:23]([NH:25][CH3:26])=[O:24])=[CH:16][C:15]=1[CH3:30].[CH3:32][C:33]([O-])=[O:34].[Na+].C(Cl)(=O)C. (3) The reactants are: [F:1][C:2]1[CH:3]=[C:4]2[C:8](=[CH:9][CH:10]=1)[N:7]([S:11]([C:14]1[CH:19]=[CH:18][C:17]([CH3:20])=[CH:16][CH:15]=1)(=[O:13])=[O:12])[CH:6]=[C:5]2[S:21](Cl)(=[O:23])=[O:22].[CH3:25][NH:26][CH3:27]. Given the product [CH3:25][N:26]([CH3:27])[S:21]([C:5]1[C:4]2[C:8](=[CH:9][CH:10]=[C:2]([F:1])[CH:3]=2)[N:7]([S:11]([C:14]2[CH:19]=[CH:18][C:17]([CH3:20])=[CH:16][CH:15]=2)(=[O:13])=[O:12])[CH:6]=1)(=[O:23])=[O:22], predict the reactants needed to synthesize it. (4) Given the product [C:1]([C:4]1[N:5]=[C:6]2[C:12]3[CH:13]=[C:14]([C:18]#[C:19][C:20]([OH:23])([CH3:21])[CH3:22])[C:15]([F:17])=[CH:16][C:11]=3[O:10][CH2:9][CH2:8][N:7]2[C:24]=1[C:25]([OH:27])=[O:26])(=[O:3])[NH2:2], predict the reactants needed to synthesize it. The reactants are: [C:1]([C:4]1[N:5]=[C:6]2[C:12]3[CH:13]=[C:14]([C:18]#[C:19][C:20]([OH:23])([CH3:22])[CH3:21])[C:15]([F:17])=[CH:16][C:11]=3[O:10][CH2:9][CH2:8][N:7]2[C:24]=1[C:25]([O:27]C)=[O:26])(=[O:3])[NH2:2].[Li+].[OH-]. (5) Given the product [C:1]12([C:11]3[CH:12]=[C:13]([CH:18]=[CH:19][C:20]=3[O:21][S:25]([C:28]([F:31])([F:30])[F:29])(=[O:27])=[O:26])[C:14]([O:16][CH3:17])=[O:15])[CH2:2][CH:3]3[CH2:9][CH:7]([CH2:6][CH:5]([CH2:4]3)[CH2:10]1)[CH2:8]2, predict the reactants needed to synthesize it. The reactants are: [C:1]12([C:11]3[CH:12]=[C:13]([CH:18]=[CH:19][C:20]=3[OH:21])[C:14]([O:16][CH3:17])=[O:15])[CH2:10][CH:5]3[CH2:6][CH:7]([CH2:9][CH:3]([CH2:4]3)[CH2:2]1)[CH2:8]2.ClCCl.[S:25](O[S:25]([C:28]([F:31])([F:30])[F:29])(=[O:27])=[O:26])([C:28]([F:31])([F:30])[F:29])(=[O:27])=[O:26].Cl.